From a dataset of Reaction yield outcomes from USPTO patents with 853,638 reactions. Predict the reaction yield, written as a fraction of the theoretical maximum amount of product (1.0 means a 100% yield; for example, 0.34 means a 34% yield). The reactants are [NH2:1][C:2]1[CH:3]=[C:4]([CH:7]=[C:8]([CH3:11])[C:9]=1[NH2:10])[C:5]#[N:6].[I:12][C:13]1[CH:18]=[CH:17][N:16]=[C:15]([O:19][CH3:20])[C:14]=1[CH:21]=O.II. The catalyst is CO. The product is [I:12][C:13]1[CH:18]=[CH:17][N:16]=[C:15]([O:19][CH3:20])[C:14]=1[C:21]1[NH:1][C:2]2[CH:3]=[C:4]([C:5]#[N:6])[CH:7]=[C:8]([CH3:11])[C:9]=2[N:10]=1. The yield is 0.460.